This data is from Forward reaction prediction with 1.9M reactions from USPTO patents (1976-2016). The task is: Predict the product of the given reaction. (1) Given the reactants Br[C:2]1[CH:3]=[C:4]([CH:8]([CH3:11])[C:9]#[N:10])[CH:5]=[N:6][CH:7]=1.[B:12]1([B:12]2[O:16][C:15]([CH3:18])([CH3:17])[C:14]([CH3:20])([CH3:19])[O:13]2)[O:16][C:15]([CH3:18])([CH3:17])[C:14]([CH3:20])([CH3:19])[O:13]1.C([O-])(=O)C.[K+], predict the reaction product. The product is: [CH3:19][C:14]1([CH3:20])[C:15]([CH3:18])([CH3:17])[O:16][B:12]([C:2]2[CH:3]=[C:4]([CH:8]([CH3:11])[C:9]#[N:10])[CH:5]=[N:6][CH:7]=2)[O:13]1. (2) Given the reactants [OH:1][C@@H:2]([C:8]([N:10]1[CH2:15][CH2:14][N:13]([C:16]2[C:25]3[C:20](=[CH:21][C:22]([CH3:26])=[CH:23][CH:24]=3)[N:19]=[C:18]([C:27]3[CH:32]=[CH:31][CH:30]=[CH:29][C:28]=3[OH:33])[N:17]=2)[CH2:12][CH2:11]1)=[O:9])[CH2:3][C:4]([O:6]C)=[O:5].O[Li].O, predict the reaction product. The product is: [OH:1][C@@H:2]([C:8]([N:10]1[CH2:11][CH2:12][N:13]([C:16]2[C:25]3[C:20](=[CH:21][C:22]([CH3:26])=[CH:23][CH:24]=3)[N:19]=[C:18]([C:27]3[CH:32]=[CH:31][CH:30]=[CH:29][C:28]=3[OH:33])[N:17]=2)[CH2:14][CH2:15]1)=[O:9])[CH2:3][C:4]([OH:6])=[O:5]. (3) Given the reactants C([O:8][N:9]1[C:15](=[O:16])[N:14]2[CH2:17][C@H:10]1[CH2:11][CH2:12][C@H:13]2[C:18]([NH:20][C@H:21]1[CH2:25][CH2:24][N:23]([C:26]([O:28][C:29]([CH3:32])([CH3:31])[CH3:30])=[O:27])[CH2:22]1)=[O:19])C1C=CC=CC=1, predict the reaction product. The product is: [OH:8][N:9]1[C:15](=[O:16])[N:14]2[CH2:17][C@H:10]1[CH2:11][CH2:12][C@H:13]2[C:18]([NH:20][C@H:21]1[CH2:25][CH2:24][N:23]([C:26]([O:28][C:29]([CH3:32])([CH3:31])[CH3:30])=[O:27])[CH2:22]1)=[O:19]. (4) Given the reactants [Br:1][C:2]1[CH:3]=[CH:4][C:5]([OH:13])=[C:6]([CH:12]=1)[C:7]([O:9][CH2:10][CH3:11])=[O:8].[C:14](=O)([O-])[O-].[Cs+].[Cs+].IC, predict the reaction product. The product is: [Br:1][C:2]1[CH:3]=[CH:4][C:5]([O:13][CH3:14])=[C:6]([CH:12]=1)[C:7]([O:9][CH2:10][CH3:11])=[O:8]. (5) Given the reactants [N:1]([CH2:4][C@H:5]1[CH2:10][CH2:9][C@H:8]([C:11]2[N:12]=[N:13][N:14]3[C:19]=2[C:18]2[CH:20]=[CH:21][NH:22][C:17]=2[N:16]=[CH:15]3)[CH2:7][CH2:6]1)=[N+:2]=[N-:3].[CH3:23][C:24]([OH:28])([C:26]#[CH:27])[CH3:25].O=C1O[C@H]([C@H](CO)O)C([O-])=C1O.[Na+].O, predict the reaction product. The product is: [C:11]1([C@H:8]2[CH2:9][CH2:10][C@H:5]([CH2:4][N:1]3[CH:27]=[C:26]([C:24]([OH:28])([CH3:25])[CH3:23])[N:3]=[N:2]3)[CH2:6][CH2:7]2)[N:12]=[N:13][N:14]2[C:19]=1[C:18]1[CH:20]=[CH:21][NH:22][C:17]=1[N:16]=[CH:15]2. (6) Given the reactants C[O:2][C:3](=[O:20])[C:4]1[C:9]([N+:10]([O-:12])=[O:11])=[CH:8][CH:7]=[CH:6][C:5]=1[CH2:13][N:14]1[CH2:19][CH2:18][O:17][CH2:16][CH2:15]1.[OH-].[Na+].CO, predict the reaction product. The product is: [N:14]1([CH2:13][C:5]2[CH:6]=[CH:7][CH:8]=[C:9]([N+:10]([O-:12])=[O:11])[C:4]=2[C:3]([OH:20])=[O:2])[CH2:19][CH2:18][O:17][CH2:16][CH2:15]1. (7) Given the reactants [OH:1][C@@H:2]1[CH2:6][CH2:5][N:4]([C:7]2[CH:8]=[C:9]([CH:12]=[CH:13][CH:14]=2)[C:10]#[N:11])[CH2:3]1.[NH4+].[OH-], predict the reaction product. The product is: [NH2:11][CH2:10][C:9]1[CH:8]=[C:7]([N:4]2[CH2:5][CH2:6][C@@H:2]([OH:1])[CH2:3]2)[CH:14]=[CH:13][CH:12]=1.